This data is from Full USPTO retrosynthesis dataset with 1.9M reactions from patents (1976-2016). The task is: Predict the reactants needed to synthesize the given product. (1) Given the product [CH3:22][C:21]1[C:16]([N:13]2[CH2:14][CH2:15][N:10]([C:8]([C:5]3[CH:6]=[CH:7][C:2]([N:34]4[C:35]([CH3:38])([CH3:37])[CH2:36][N:32]([CH2:31][C:30]5[CH:40]=[CH:41][C:27]([O:26][CH3:25])=[CH:28][CH:29]=5)[C:33]4=[O:39])=[CH:3][C:4]=3[F:24])=[O:9])[CH2:11][CH2:12]2)=[N:17][CH:18]=[C:19]([CH3:23])[CH:20]=1, predict the reactants needed to synthesize it. The reactants are: Br[C:2]1[CH:7]=[CH:6][C:5]([C:8]([N:10]2[CH2:15][CH2:14][N:13]([C:16]3[C:21]([CH3:22])=[CH:20][C:19]([CH3:23])=[CH:18][N:17]=3)[CH2:12][CH2:11]2)=[O:9])=[C:4]([F:24])[CH:3]=1.[CH3:25][O:26][C:27]1[CH:41]=[CH:40][C:30]([CH2:31][N:32]2[CH2:36][C:35]([CH3:38])([CH3:37])[NH:34][C:33]2=[O:39])=[CH:29][CH:28]=1.C(=O)([O-])[O-].[Cs+].[Cs+].CNCCNC. (2) Given the product [CH2:1]([O:8][C:9]1[CH:10]=[C:11]2[C:15](=[CH:16][CH:17]=1)[N:14]([CH2:23][CH2:22][C:21]([CH3:36])([OH:20])[CH3:35])[CH:13]=[CH:12]2)[C:2]1[CH:3]=[CH:4][CH:5]=[CH:6][CH:7]=1, predict the reactants needed to synthesize it. The reactants are: [CH2:1]([O:8][C:9]1[CH:10]=[C:11]2[C:15](=[CH:16][CH:17]=1)[NH:14][CH:13]=[CH:12]2)[C:2]1[CH:7]=[CH:6][CH:5]=[CH:4][CH:3]=1.[H-].[Na+].[OH:20][C:21]([CH3:36])([CH3:35])[CH2:22][CH2:23]OS(C1C=CC(C)=CC=1)(=O)=O. (3) Given the product [F:17][C:15]1[CH:14]=[CH:13][C:5]2[C:6]([C:27]3[C:28]4[C:33](=[CH:32][CH:31]=[CH:30][CH:29]=4)[NH:25][CH:26]=3)=[N:7][C:8]3[CH:9]=[CH:10][NH:11][C:2](=[O:40])[C:3]=3[C:4]=2[CH:16]=1, predict the reactants needed to synthesize it. The reactants are: Cl[C:2]1[N:11]=[CH:10][CH:9]=[C:8]2[C:3]=1[C:4]1[CH:16]=[C:15]([F:17])[CH:14]=[CH:13][C:5]=1[C:6](Cl)=[N:7]2.C(OC([N:25]1[C:33]2[C:28](=[CH:29][CH:30]=[CH:31][CH:32]=2)[C:27](B(O)O)=[CH:26]1)=O)(C)(C)C.C1C[O:40]CC1. (4) The reactants are: [N+:1]([C:4]1[CH:10]=[CH:9][C:7]([NH2:8])=[CH:6][CH:5]=1)([O-:3])=[O:2].Cl[CH2:12][C:13]([OH:15])=[O:14]. Given the product [N+:1]([C:4]1[CH:10]=[CH:9][C:7]([NH:8][CH2:12][C:13]([OH:15])=[O:14])=[CH:6][CH:5]=1)([O-:3])=[O:2], predict the reactants needed to synthesize it. (5) Given the product [CH3:1][O:2][C:3]1[CH:4]=[C:5]2[C:10](=[CH:11][C:12]=1[O:13][CH3:14])[N:9]=[CH:8][N:7]=[C:6]2[O:15][C:16]1[CH:22]=[CH:21][C:19]([NH:20][C:38](=[O:40])[O:54][CH:52]([C:51]2[CH:55]=[C:56]([F:60])[C:57]([F:59])=[CH:58][C:50]=2[F:49])[CH3:53])=[CH:18][CH:17]=1, predict the reactants needed to synthesize it. The reactants are: [CH3:1][O:2][C:3]1[CH:4]=[C:5]2[C:10](=[CH:11][C:12]=1[O:13][CH3:14])[N:9]=[CH:8][N:7]=[C:6]2[O:15][C:16]1[CH:22]=[CH:21][C:19]([NH2:20])=[CH:18][CH:17]=1.C1(C)C=CC=CC=1.C(N(CC)CC)C.Cl[C:38](Cl)([O:40]C(=O)OC(Cl)(Cl)Cl)Cl.[F:49][C:50]1[CH:58]=[C:57]([F:59])[C:56]([F:60])=[CH:55][C:51]=1[CH:52]([OH:54])[CH3:53]. (6) Given the product [Cl:11][C:6]1[C:7]2[C:8](=[O:9])[NH:10][CH:13]=[N:1][C:2]=2[CH:3]=[CH:4][N:5]=1, predict the reactants needed to synthesize it. The reactants are: [NH2:1][C:2]1[C:7]([C:8]([NH2:10])=[O:9])=[C:6]([Cl:11])[N:5]=[C:4](Cl)[CH:3]=1.[CH:13](OCC)(OCC)OCC.